Predict which catalyst facilitates the given reaction. From a dataset of Catalyst prediction with 721,799 reactions and 888 catalyst types from USPTO. (1) Reactant: Br[CH2:2][C:3]1[C:4]([C:21]2[CH:26]=[CH:25][CH:24]=[C:23]([C:27]([F:30])([F:29])[F:28])[CH:22]=2)=[N:5][C:6]2[C:11]([C:12]=1[C:13]([O:15][CH3:16])=[O:14])=[CH:10][C:9]([S:17]([CH3:20])(=[O:19])=[O:18])=[CH:8][CH:7]=2.[N:31]1([CH:37]2[CH2:42][CH2:41][NH:40][CH2:39][CH2:38]2)[CH2:36][CH2:35][CH2:34][CH2:33][CH2:32]1. Product: [N:31]1([CH:37]2[CH2:42][CH2:41][N:40]([CH2:2][C:3]3[C:4]([C:21]4[CH:26]=[CH:25][CH:24]=[C:23]([C:27]([F:30])([F:29])[F:28])[CH:22]=4)=[N:5][C:6]4[C:11]([C:12]=3[C:13]([O:15][CH3:16])=[O:14])=[CH:10][C:9]([S:17]([CH3:20])(=[O:19])=[O:18])=[CH:8][CH:7]=4)[CH2:39][CH2:38]2)[CH2:36][CH2:35][CH2:34][CH2:33][CH2:32]1. The catalyst class is: 10. (2) Reactant: Br[C:2]1[N:3]=[C:4]([NH:11][C:12]2[CH:16]=[C:15]([CH3:17])[NH:14][N:13]=2)[C:5]2[N:6]([CH:8]=[CH:9][N:10]=2)[CH:7]=1.[SH:18][C:19]1[CH:24]=[CH:23][C:22]([NH:25][C:26]([CH:28]2[CH2:30][CH2:29]2)=[O:27])=[CH:21][CH:20]=1.C(=O)([O-])[O-].[K+].[K+]. Product: [CH3:17][C:15]1[NH:14][N:13]=[C:12]([NH:11][C:4]2[C:5]3[N:6]([CH:8]=[CH:9][N:10]=3)[CH:7]=[C:2]([S:18][C:19]3[CH:20]=[CH:21][C:22]([NH:25][C:26]([CH:28]4[CH2:29][CH2:30]4)=[O:27])=[CH:23][CH:24]=3)[N:3]=2)[CH:16]=1. The catalyst class is: 3. (3) Reactant: [CH:1]1([NH2:7])[CH2:6][CH2:5][CH2:4][CH2:3][CH2:2]1.[CH2:8]1[CH2:15][O:14][S:11](=[O:13])(=[O:12])[CH2:10][CH2:9]1. Product: [CH:1]1([NH:7][CH2:15][CH2:8][CH2:9][CH2:10][S:11]([OH:14])(=[O:13])=[O:12])[CH2:6][CH2:5][CH2:4][CH2:3][CH2:2]1. The catalyst class is: 12. (4) Reactant: [Li+].[BH4-].CO.[Br:5][CH2:6][CH2:7][CH2:8][C:9]([CH3:21])([C:15]1[CH:20]=[CH:19][CH:18]=[CH:17][CH:16]=1)[C:10](OCC)=[O:11].Cl. Product: [Br:5][CH2:6][CH2:7][CH2:8][C:9]([CH3:21])([C:15]1[CH:20]=[CH:19][CH:18]=[CH:17][CH:16]=1)[CH2:10][OH:11]. The catalyst class is: 34. (5) The catalyst class is: 153. Reactant: C([O:8][C:9]1[CH:10]=[C:11]([N:17]2[CH:25]([CH:26]3[CH2:30][CH2:29][CH2:28][CH2:27]3)[CH:24]3[C:19]([C:20]4[CH:34]=[CH:33][C:32]([C:35]([O:37][CH3:38])=[O:36])=[CH:31][C:21]=4[CH2:22][CH2:23]3)=[N:18]2)[CH:12]=[CH:13][C:14]=1[C:15]#[N:16])C1C=CC=CC=1.[H][H]. Product: [C:15]([C:14]1[CH:13]=[CH:12][C:11]([N:17]2[CH:25]([CH:26]3[CH2:27][CH2:28][CH2:29][CH2:30]3)[CH:24]3[C:19]([C:20]4[CH:34]=[CH:33][C:32]([C:35]([O:37][CH3:38])=[O:36])=[CH:31][C:21]=4[CH2:22][CH2:23]3)=[N:18]2)=[CH:10][C:9]=1[OH:8])#[N:16]. (6) Reactant: [OH:1][C:2]1[CH:9]=[CH:8][CH:7]=[CH:6][C:3]=1[CH:4]=[O:5].N1C=CC=CC=1.[CH3:16][S:17](Cl)(=[O:19])=[O:18]. Product: [CH3:16][S:17]([O:1][C:2]1[CH:9]=[CH:8][CH:7]=[CH:6][C:3]=1[CH:4]=[O:5])(=[O:19])=[O:18]. The catalyst class is: 96. (7) Reactant: [H-].[Na+].[OH:3][CH:4]1[CH2:9][CH2:8][CH2:7][N:6](C(OC(C)(C)C)=O)[CH2:5]1.Cl[C:18]1[N:19]([CH3:31])[C:20](=[O:30])[CH:21]=[C:22]([C:24]2[CH:29]=[CH:28][N:27]=[CH:26][N:25]=2)[N:23]=1.O. Product: [CH3:31][N:19]1[C:20](=[O:30])[CH:21]=[C:22]([C:24]2[CH:29]=[CH:28][N:27]=[CH:26][N:25]=2)[N:23]=[C:18]1[O:3][CH:4]1[CH2:9][CH2:8][CH2:7][NH:6][CH2:5]1. The catalyst class is: 42. (8) Reactant: [CH3:1][C:2]1[O:6][C:5]([C:7]2[CH:12]=[CH:11][CH:10]=[CH:9][CH:8]=2)=[N:4][C:3]=1[CH2:13][O:14][C:15]1[CH:31]=[CH:30][C:18]([CH2:19][O:20][C:21]2[C:26]([CH2:27][CH2:28][OH:29])=[CH:25][CH:24]=[CH:23][N:22]=2)=[CH:17][CH:16]=1.P([O-])([O-])([O-])=[O:33].Cl[O-].[Na+].Cl([O-])=O.[Na+].[OH-].[Na+].S([O-])([O-])=O.[Na+].[Na+]. Product: [CH3:1][C:2]1[O:6][C:5]([C:7]2[CH:8]=[CH:9][CH:10]=[CH:11][CH:12]=2)=[N:4][C:3]=1[CH2:13][O:14][C:15]1[CH:31]=[CH:30][C:18]([CH2:19][O:20][C:21]2[C:26]([CH2:27][C:28]([OH:33])=[O:29])=[CH:25][CH:24]=[CH:23][N:22]=2)=[CH:17][CH:16]=1. The catalyst class is: 47. (9) Reactant: [Br:1][C:2]1[CH:3]=[C:4]([F:10])[C:5]([S:8][CH3:9])=[N:6][CH:7]=1.C1C=C(Cl)C=C(C(OO)=[O:19])C=1.[OH-:22].[Na+]. Product: [Br:1][C:2]1[CH:3]=[C:4]([F:10])[C:5]([S:8]([CH3:9])(=[O:19])=[O:22])=[N:6][CH:7]=1. The catalyst class is: 2.